This data is from Forward reaction prediction with 1.9M reactions from USPTO patents (1976-2016). The task is: Predict the product of the given reaction. (1) Given the reactants [F:1][C:2]1[CH:11]=[C:10]([F:12])[CH:9]=[C:8]2[C:3]=1[C:4]([NH:20][C:21]1[CH:22]=[N:23][CH:24]=[C:25]([N:27]3[CH2:32][CH2:31][O:30][CH2:29][CH2:28]3)[CH:26]=1)=[C:5]([CH3:19])[C:6]([N:13]1[CH2:18][CH2:17][NH:16][CH2:15][CH2:14]1)=[N:7]2.[O:33]1[C:37]([C:38](O)=[O:39])=[CH:36][N:35]=[CH:34]1, predict the reaction product. The product is: [F:1][C:2]1[CH:11]=[C:10]([F:12])[CH:9]=[C:8]2[C:3]=1[C:4]([NH:20][C:21]1[CH:22]=[N:23][CH:24]=[C:25]([N:27]3[CH2:32][CH2:31][O:30][CH2:29][CH2:28]3)[CH:26]=1)=[C:5]([CH3:19])[C:6]([N:13]1[CH2:14][CH2:15][N:16]([C:38]([C:37]3[O:33][CH:34]=[N:35][CH:36]=3)=[O:39])[CH2:17][CH2:18]1)=[N:7]2. (2) Given the reactants B(Br)(Br)Br.C[O:6][CH2:7][CH2:8][N:9]1[CH:13]=[C:12]([C:14]2[CH:19]=[CH:18][CH:17]=[CH:16][CH:15]=2)[CH:11]=[C:10]1[CH3:20], predict the reaction product. The product is: [CH3:20][C:10]1[N:9]([CH2:8][CH2:7][OH:6])[CH:13]=[C:12]([C:14]2[CH:19]=[CH:18][CH:17]=[CH:16][CH:15]=2)[CH:11]=1. (3) Given the reactants [NH3:1].[CH2:2]([N:9]1[CH2:13][CH2:12][C@H:11](OS(C)(=O)=O)[CH2:10]1)[C:3]1[CH:8]=[CH:7][CH:6]=[CH:5][CH:4]=1, predict the reaction product. The product is: [CH2:2]([N:9]1[CH2:13][CH2:12][C@@H:11]([NH2:1])[CH2:10]1)[C:3]1[CH:8]=[CH:7][CH:6]=[CH:5][CH:4]=1. (4) Given the reactants [CH3:1][C:2]1[C:3]([C:17]([OH:19])=O)=[N:4][NH:5][C:6]=1[Si:7]([CH:14]([CH3:16])[CH3:15])([CH:11]([CH3:13])[CH3:12])[CH:8]([CH3:10])[CH3:9].CCN=C=NCCCN(C)C.Cl.[F:32][C:33]([F:42])([F:41])[C:34]1[CH:40]=[CH:39][C:37]([NH2:38])=[CH:36][CH:35]=1, predict the reaction product. The product is: [F:32][C:33]([F:41])([F:42])[C:34]1[CH:35]=[CH:36][C:37]([NH:38][C:17]([C:3]2[C:2]([CH3:1])=[C:6]([Si:7]([CH:11]([CH3:13])[CH3:12])([CH:8]([CH3:9])[CH3:10])[CH:14]([CH3:15])[CH3:16])[NH:5][N:4]=2)=[O:19])=[CH:39][CH:40]=1. (5) Given the reactants C([O:5][C:6]([NH:8][C@H](C1C[C@@H](C)C(=O)O1)C[C@@H](C(C)C)CC1C=CC(OC)=C(OCCCOC)C=1)=O)(C)(C)C.C1(C)C=CC(S(O)(=O)=O)=CC=1.[CH2:48]([NH:52][C:53](=[O:88])[C@H:54]([CH3:87])[CH2:55][C@H:56]([OH:86])[C@@H:57]([NH:78]C(OC(C)(C)C)=O)[CH2:58][C@@H:59]([CH:75]([CH3:77])[CH3:76])[CH2:60][C:61]1[CH:66]=[CH:65][C:64]([O:67][CH3:68])=[C:63]([O:69][CH2:70][CH2:71][CH2:72][O:73][CH3:74])[CH:62]=1)[CH2:49][CH2:50]C.C(Cl)(Cl)[Cl:90], predict the reaction product. The product is: [ClH:90].[C:6]([CH2:50][CH2:49][CH2:48][NH:52][C:53](=[O:88])[C@H:54]([CH3:87])[CH2:55][C@H:56]([OH:86])[C@@H:57]([NH2:78])[CH2:58][C@@H:59]([CH:75]([CH3:76])[CH3:77])[CH2:60][C:61]1[CH:66]=[CH:65][C:64]([O:67][CH3:68])=[C:63]([O:69][CH2:70][CH2:71][CH2:72][O:73][CH3:74])[CH:62]=1)(=[O:5])[NH2:8].